Dataset: Reaction yield outcomes from USPTO patents with 853,638 reactions. Task: Predict the reaction yield, written as a fraction of the theoretical maximum amount of product (1.0 means a 100% yield; for example, 0.34 means a 34% yield). (1) The reactants are [Cl:1][C:2]1[C:11]2[C:6](=[CH:7][C:8]([O:14][CH3:15])=[C:9]([O:12][CH3:13])[CH:10]=2)[N:5]=[CH:4][CH:3]=1.[Cl:16][C:17]1[CH:18]=[CH:19][C:20]([OH:31])=[C:21]([CH:30]=1)[C:22]([C:24]1[CH:29]=[CH:28][CH:27]=[CH:26][CH:25]=1)=[O:23].[OH-].[Na+]. The catalyst is C(Cl)(Cl)Cl. The product is [ClH:1].[Cl:16][C:17]1[CH:18]=[CH:19][C:20]([O:31][C:2]2[C:11]3[C:6](=[CH:7][C:8]([O:14][CH3:15])=[C:9]([O:12][CH3:13])[CH:10]=3)[N:5]=[CH:4][CH:3]=2)=[C:21]([C:22]([C:24]2[CH:29]=[CH:28][CH:27]=[CH:26][CH:25]=2)=[O:23])[CH:30]=1. The yield is 0.110. (2) The reactants are [CH:1]([NH:4][CH2:5][CH2:6][O:7][C:8]1[CH:9]=[CH:10][C:11]([C:22]2[NH:31][C:30](=[O:32])[C:29]3[C:24](=[CH:25][C:26]([O:35][CH3:36])=[CH:27][C:28]=3[O:33][CH3:34])[N:23]=2)=[N:12][C:13]=1[C:14]1[CH:19]=[CH:18][CH:17]=[C:16]([S:20][CH3:21])[CH:15]=1)([CH3:3])[CH3:2].[OH:37]OS([O-])=O.[K+].C([O-])([O-])=O.[Na+].[Na+]. The catalyst is CC(C)=O.O.CO. The product is [CH:1]([NH:4][CH2:5][CH2:6][O:7][C:8]1[CH:9]=[CH:10][C:11]([C:22]2[NH:31][C:30](=[O:32])[C:29]3[C:24](=[CH:25][C:26]([O:35][CH3:36])=[CH:27][C:28]=3[O:33][CH3:34])[N:23]=2)=[N:12][C:13]=1[C:14]1[CH:19]=[CH:18][CH:17]=[C:16]([S:20]([CH3:21])=[O:37])[CH:15]=1)([CH3:3])[CH3:2]. The yield is 0.530. (3) The reactants are [H-].[Na+].[CH2:3]([N:10]([CH2:14][C:15]1[C:16](Cl)=[N:17][CH:18]=[CH:19][CH:20]=1)[CH2:11][CH2:12][OH:13])[C:4]1[CH:9]=[CH:8][CH:7]=[CH:6][CH:5]=1.O. The catalyst is C1COCC1. The product is [CH2:3]([N:10]1[CH2:14][C:15]2[CH:20]=[CH:19][CH:18]=[N:17][C:16]=2[O:13][CH2:12][CH2:11]1)[C:4]1[CH:9]=[CH:8][CH:7]=[CH:6][CH:5]=1. The yield is 0.750.